The task is: Predict the product of the given reaction.. This data is from Forward reaction prediction with 1.9M reactions from USPTO patents (1976-2016). (1) Given the reactants [F:1][C:2]([F:13])([F:12])[C:3]1[C:4]2[CH2:11][O:10][CH2:9][CH2:8][C:5]=2[NH:6][N:7]=1.C(=O)([O-])[O-].[K+].[K+].Br[C:21]1[CH:29]=[CH:28][C:24]([C:25]([OH:27])=[O:26])=[C:23]([F:30])[CH:22]=1.CN(C)CC(O)=O, predict the reaction product. The product is: [F:30][C:23]1[CH:22]=[C:21]([N:6]2[C:5]3[CH2:8][CH2:9][O:10][CH2:11][C:4]=3[C:3]([C:2]([F:12])([F:1])[F:13])=[N:7]2)[CH:29]=[CH:28][C:24]=1[C:25]([OH:27])=[O:26]. (2) The product is: [CH2:2]([O:4][C:5]([N:7]1[CH2:12][CH2:11][N:10]([CH2:13][CH:14]([C:15]2[CH:20]=[CH:19][C:18]([F:21])=[CH:17][CH:16]=2)[N:23]2[CH2:11][CH2:12][N:7]([CH3:5])[CH2:8][CH2:9]2)[CH2:9][CH2:8]1)=[O:6])[CH3:3]. Given the reactants Cl.[CH2:2]([O:4][C:5]([N:7]1[CH2:12][CH2:11][N:10]([CH2:13][CH:14](Cl)[C:15]2[CH:20]=[CH:19][C:18]([F:21])=[CH:17][CH:16]=2)[CH2:9][CH2:8]1)=[O:6])[CH3:3].[NH3:23], predict the reaction product.